Predict the reactants needed to synthesize the given product. From a dataset of Full USPTO retrosynthesis dataset with 1.9M reactions from patents (1976-2016). (1) Given the product [OH:20][C@H:18]([C@H:17]1[O:16][C@H:15]2[C@H:11]([N:12]=[C:13]([NH:21][CH3:22])[S:14]2)[CH2:10][C@@H:9]1[OH:8])[CH3:19], predict the reactants needed to synthesize it. The reactants are: C([O:8][C@@H:9]1[C@@H:17]([CH:18]([OH:20])[CH3:19])[O:16][C@H:15]2[C@H:11]([N:12]=[C:13]([NH:21][CH3:22])[S:14]2)[CH2:10]1)C1C=CC=CC=1.B(Cl)(Cl)Cl. (2) Given the product [F:38][CH:2]([F:1])[C:3]1[NH:28][C:6]2=[N:7][CH:8]=[CH:9][C:10]([C:11]3[S:15][C:14]([S:16]([NH:19][CH:20]4[CH2:25][CH2:24][S:23](=[O:27])(=[O:26])[CH2:22][CH2:21]4)(=[O:17])=[O:18])=[CH:13][CH:12]=3)=[C:5]2[CH:4]=1, predict the reactants needed to synthesize it. The reactants are: [F:1][CH:2]([F:38])[C:3]1[N:28](S(C2C=CC=CC=2)(=O)=O)[C:6]2=[N:7][CH:8]=[CH:9][C:10]([C:11]3[S:15][C:14]([S:16]([NH:19][CH:20]4[CH2:25][CH2:24][S:23](=[O:27])(=[O:26])[CH2:22][CH2:21]4)(=[O:18])=[O:17])=[CH:13][CH:12]=3)=[C:5]2[CH:4]=1.CS(C)=O.[F-].C([N+](CCCC)(CCCC)CCCC)CCC. (3) Given the product [CH3:1][CH:2]([CH2:7][N:8]1[CH2:12][CH2:11][CH2:10][CH2:9]1)[CH2:3][C:4]([NH:31][C:30]1[NH:26][N:27]=[C:28]([C:32]2[CH:33]=[N:34][C:35]([CH3:38])=[CH:36][CH:37]=2)[CH:29]=1)=[O:6], predict the reactants needed to synthesize it. The reactants are: [CH3:1][CH:2]([CH2:7][N:8]1[CH2:12][CH2:11][CH2:10][CH2:9]1)[CH2:3][C:4]([OH:6])=O.C(Cl)(=O)C(Cl)=O.C(OC([N:26]1[C:30]([NH2:31])=[CH:29][C:28]([C:32]2[CH:33]=[N:34][C:35]([CH3:38])=[CH:36][CH:37]=2)=[N:27]1)=O)(C)(C)C.Cl. (4) Given the product [F:1][C:2]1[CH:7]=[CH:6][C:5]([CH:8]([C:10]2[CH:15]=[C:14]([O:16][C:17]([F:21])([F:22])[CH:18]([F:20])[F:19])[CH:13]=[C:12]([F:23])[CH:11]=2)[NH:9][CH:28]=[O:29])=[CH:4][C:3]=1[O:24][CH:25]([CH3:27])[CH3:26], predict the reactants needed to synthesize it. The reactants are: [F:1][C:2]1[CH:7]=[CH:6][C:5]([CH:8]([C:10]2[CH:15]=[C:14]([O:16][C:17]([F:22])([F:21])[CH:18]([F:20])[F:19])[CH:13]=[C:12]([F:23])[CH:11]=2)[NH2:9])=[CH:4][C:3]=1[O:24][CH:25]([CH3:27])[CH3:26].[CH:28](OC(=O)C)=[O:29].C(OC(=O)C)(=O)C.C(O)=O.